From a dataset of Peptide-MHC class II binding affinity with 134,281 pairs from IEDB. Regression. Given a peptide amino acid sequence and an MHC pseudo amino acid sequence, predict their binding affinity value. This is MHC class II binding data. (1) The peptide sequence is EQQVAMIRAIRIIAI. The MHC is H-2-IAd with pseudo-sequence H-2-IAd. The binding affinity (normalized) is 0.880. (2) The binding affinity (normalized) is 0.750. The MHC is DRB1_0101 with pseudo-sequence DRB1_0101. The peptide sequence is GLRRLTTLLRALGAQ. (3) The peptide sequence is AFKVAYTAANAAPAN. The MHC is HLA-DPA10201-DPB11401 with pseudo-sequence HLA-DPA10201-DPB11401. The binding affinity (normalized) is 0.656. (4) The peptide sequence is MYVGGVEHRLEAACNWTRGE. The MHC is DRB1_0101 with pseudo-sequence DRB1_0101. The binding affinity (normalized) is 0.479.